This data is from Experimental lipophilicity measurements (octanol/water distribution) for 4,200 compounds from AstraZeneca. The task is: Regression/Classification. Given a drug SMILES string, predict its absorption, distribution, metabolism, or excretion properties. Task type varies by dataset: regression for continuous measurements (e.g., permeability, clearance, half-life) or binary classification for categorical outcomes (e.g., BBB penetration, CYP inhibition). For this dataset (lipophilicity_astrazeneca), we predict Y. (1) The molecule is Cn1cnc([N+](=O)[O-])c1Sc1ncnc2nc[nH]c12. The Y is 0.190 logD. (2) The molecule is O=C1Nc2ccccc2B(O)N1c1ccccc1. The Y is 1.40 logD. (3) The molecule is Cc1ccc(Oc2ccc(Nc3ncnc4cccc(O[C@H](C)C(=O)N(C)CCO)c34)cc2C)cn1. The Y is 3.85 logD. (4) The compound is Cc1cc2n[nH]c(=O)n2c2cc(-c3ccncc3)ccc12. The Y is 2.29 logD. (5) The drug is O=C(NC[C@@H](O)CN1CCC(Oc2ccc(Cl)c(Cl)c2)CC1)c1n[nH]c2ccccc12. The Y is 2.95 logD. (6) The molecule is Cc1nc2nc(NC(=O)c3ccc(F)cc3)nn2c(O)c1Cc1ccccc1. The Y is 2.20 logD. (7) The molecule is CCCCNc1cc(C(=O)O)cc(S(N)(=O)=O)c1Oc1ccccc1. The Y is -0.300 logD.